From a dataset of Forward reaction prediction with 1.9M reactions from USPTO patents (1976-2016). Predict the product of the given reaction. Given the reactants [C:1]([O:5][C:6](=[O:48])[NH:7][C@H:8]([C@@H:29]1[O:33][C:32](=[O:34])[N:31]([C:35]2([C:38]3[CH:43]=[CH:42][CH:41]=[C:40]([C:44]([CH3:47])([CH3:46])[CH3:45])[CH:39]=3)[CH2:37][CH2:36]2)[CH2:30]1)[CH2:9][C:10]1[CH:15]=[CH:14][C:13]([NH:16]/[C:17](/[SH:28])=[CH:18]/[C:19]([C:21]2[CH:26]=[CH:25][C:24]([F:27])=[CH:23][CH:22]=2)=[O:20])=[CH:12][CH:11]=1)([CH3:4])([CH3:3])[CH3:2].[H-].[Na+].[CH3:51]I.[NH4+].[Cl-], predict the reaction product. The product is: [C:1]([O:5][C:6](=[O:48])[NH:7][C@H:8]([C@@H:29]1[O:33][C:32](=[O:34])[N:31]([C:35]2([C:38]3[CH:43]=[CH:42][CH:41]=[C:40]([C:44]([CH3:47])([CH3:46])[CH3:45])[CH:39]=3)[CH2:36][CH2:37]2)[CH2:30]1)[CH2:9][C:10]1[CH:11]=[CH:12][C:13]([NH:16]/[C:17](/[S:28][CH3:51])=[CH:18]/[C:19]([C:21]2[CH:26]=[CH:25][C:24]([F:27])=[CH:23][CH:22]=2)=[O:20])=[CH:14][CH:15]=1)([CH3:3])([CH3:4])[CH3:2].